This data is from Forward reaction prediction with 1.9M reactions from USPTO patents (1976-2016). The task is: Predict the product of the given reaction. (1) Given the reactants [O:1]=[C:2]([CH3:16])[C@@H:3]([NH:5][C:6](=[O:15])[O:7][CH2:8][C:9]1[CH:14]=[CH:13][CH:12]=[CH:11][CH:10]=1)[CH3:4].[BH4-].[Na+], predict the reaction product. The product is: [OH:1][CH:2]([CH3:16])[C@@H:3]([NH:5][C:6](=[O:15])[O:7][CH2:8][C:9]1[CH:14]=[CH:13][CH:12]=[CH:11][CH:10]=1)[CH3:4]. (2) Given the reactants [C:1]([O:5][C:6](=[O:22])[C:7]([S:10][C:11]1[CH:20]=[CH:19][C:18]2[CH2:17][CH:16]([NH2:21])[CH2:15][CH2:14][C:13]=2[CH:12]=1)([CH3:9])[CH3:8])([CH3:4])([CH3:3])[CH3:2].CCN(C(C)C)C(C)C.[C:32](Cl)(=[O:34])[CH3:33], predict the reaction product. The product is: [C:1]([O:5][C:6](=[O:22])[C:7]([S:10][C:11]1[CH:20]=[CH:19][C:18]2[CH2:17][CH:16]([NH:21][C:32](=[O:34])[CH3:33])[CH2:15][CH2:14][C:13]=2[CH:12]=1)([CH3:9])[CH3:8])([CH3:2])([CH3:3])[CH3:4]. (3) Given the reactants [C:1]1([CH3:7])[CH:6]=[CH:5][CH:4]=[CH:3][CH:2]=1.[N+:8]([O-])([OH:10])=[O:9], predict the reaction product. The product is: [N+:8]([C:2]1[CH:3]=[CH:4][CH:5]=[CH:6][C:1]=1[CH3:7])([O-:10])=[O:9].